From a dataset of Reaction yield outcomes from USPTO patents with 853,638 reactions. Predict the reaction yield, written as a fraction of the theoretical maximum amount of product (1.0 means a 100% yield; for example, 0.34 means a 34% yield). (1) The reactants are C([O:4][C:5]1[CH:6]=[C:7]2[C:12](=[CH:13][CH:14]=1)[N:11]=[CH:10][N:9]=[C:8]2[Cl:15])(=O)C. The catalyst is N. The product is [Cl:15][C:8]1[C:7]2[C:12](=[CH:13][CH:14]=[C:5]([OH:4])[CH:6]=2)[N:11]=[CH:10][N:9]=1. The yield is 0.800. (2) The reactants are Br[C:2]1[CH:9]=[CH:8][C:7]([O:10][CH3:11])=[CH:6][C:3]=1[CH:4]=[O:5].[CH3:12][C:13]1[S:14][C:15](B2OC(C)(C)C(C)(C)O2)=[C:16]([CH3:18])[N:17]=1.C([O-])([O-])=O.[K+].[K+]. The catalyst is CN(C=O)C.O.C1C=CC([P]([Pd]([P](C2C=CC=CC=2)(C2C=CC=CC=2)C2C=CC=CC=2)([P](C2C=CC=CC=2)(C2C=CC=CC=2)C2C=CC=CC=2)[P](C2C=CC=CC=2)(C2C=CC=CC=2)C2C=CC=CC=2)(C2C=CC=CC=2)C2C=CC=CC=2)=CC=1. The product is [CH3:12][C:13]1[S:14][C:15]([C:2]2[CH:9]=[CH:8][C:7]([O:10][CH3:11])=[CH:6][C:3]=2[CH:4]=[O:5])=[C:16]([CH3:18])[N:17]=1. The yield is 0.650. (3) The reactants are [NH:1]1[CH2:6][CH2:5][CH2:4][C@H:3]([CH2:7][N:8]2[C:12]3[CH:13]=[CH:14][CH:15]=[CH:16][C:11]=3[N:10]=[C:9]2[CH2:17][N:18]([C@@H:22]2[C:31]3[N:30]=[CH:29][CH:28]=[CH:27][C:26]=3[CH2:25][CH2:24][CH2:23]2)[CH2:19][CH2:20][OH:21])[CH2:2]1.[CH3:32][CH:33](N1CCC[C@H](CN2C3C=CC=CC=3N=C2CN(CCC)[C@@H]2C3N=CC=CC=3CCC2)C1)[CH3:34]. No catalyst specified. The product is [CH3:32][CH:33]([N:1]1[CH2:6][CH2:5][CH2:4][C@H:3]([CH2:7][N:8]2[C:12]3[CH:13]=[CH:14][CH:15]=[CH:16][C:11]=3[N:10]=[C:9]2[CH2:17][N:18]([C@@H:22]2[C:31]3[N:30]=[CH:29][CH:28]=[CH:27][C:26]=3[CH2:25][CH2:24][CH2:23]2)[CH2:19][CH2:20][OH:21])[CH2:2]1)[CH3:34]. The yield is 0.670.